This data is from NCI-60 drug combinations with 297,098 pairs across 59 cell lines. The task is: Regression. Given two drug SMILES strings and cell line genomic features, predict the synergy score measuring deviation from expected non-interaction effect. (1) Drug 1: CC1=C(C(=CC=C1)Cl)NC(=O)C2=CN=C(S2)NC3=CC(=NC(=N3)C)N4CCN(CC4)CCO. Drug 2: C1CN1C2=NC(=NC(=N2)N3CC3)N4CC4. Cell line: OVCAR-4. Synergy scores: CSS=19.7, Synergy_ZIP=-10.2, Synergy_Bliss=-1.68, Synergy_Loewe=-6.57, Synergy_HSA=0.477. (2) Drug 1: CN(C)C1=NC(=NC(=N1)N(C)C)N(C)C. Drug 2: C(=O)(N)NO. Cell line: IGROV1. Synergy scores: CSS=8.45, Synergy_ZIP=-1.49, Synergy_Bliss=2.33, Synergy_Loewe=3.29, Synergy_HSA=3.32. (3) Drug 1: CC(C)(C#N)C1=CC(=CC(=C1)CN2C=NC=N2)C(C)(C)C#N. Drug 2: CCC1(C2=C(COC1=O)C(=O)N3CC4=CC5=C(C=CC(=C5CN(C)C)O)N=C4C3=C2)O.Cl. Cell line: HT29. Synergy scores: CSS=16.2, Synergy_ZIP=6.64, Synergy_Bliss=-0.114, Synergy_Loewe=-19.6, Synergy_HSA=-1.42. (4) Drug 1: COC1=C(C=C2C(=C1)N=CN=C2NC3=CC(=C(C=C3)F)Cl)OCCCN4CCOCC4. Drug 2: C1C(C(OC1N2C=NC3=C(N=C(N=C32)Cl)N)CO)O. Cell line: MOLT-4. Synergy scores: CSS=67.9, Synergy_ZIP=-2.65, Synergy_Bliss=0.375, Synergy_Loewe=-0.883, Synergy_HSA=2.97. (5) Drug 1: C1=NC(=NC(=O)N1C2C(C(C(O2)CO)O)O)N. Drug 2: CC1C(C(CC(O1)OC2CC(CC3=C2C(=C4C(=C3O)C(=O)C5=C(C4=O)C(=CC=C5)OC)O)(C(=O)CO)O)N)O.Cl. Cell line: HCT116. Synergy scores: CSS=60.7, Synergy_ZIP=-4.53, Synergy_Bliss=-5.28, Synergy_Loewe=-3.35, Synergy_HSA=-0.582. (6) Drug 1: CC1=C(C=C(C=C1)NC2=NC=CC(=N2)N(C)C3=CC4=NN(C(=C4C=C3)C)C)S(=O)(=O)N.Cl. Drug 2: CC1CCC2CC(C(=CC=CC=CC(CC(C(=O)C(C(C(=CC(C(=O)CC(OC(=O)C3CCCCN3C(=O)C(=O)C1(O2)O)C(C)CC4CCC(C(C4)OC)OCCO)C)C)O)OC)C)C)C)OC. Cell line: HS 578T. Synergy scores: CSS=18.0, Synergy_ZIP=-4.97, Synergy_Bliss=2.94, Synergy_Loewe=-11.7, Synergy_HSA=1.13. (7) Synergy scores: CSS=59.3, Synergy_ZIP=-2.79, Synergy_Bliss=-3.68, Synergy_Loewe=-46.5, Synergy_HSA=-2.01. Drug 1: CCC1=C2CN3C(=CC4=C(C3=O)COC(=O)C4(CC)O)C2=NC5=C1C=C(C=C5)O. Cell line: HOP-62. Drug 2: C1=NNC2=C1C(=O)NC=N2. (8) Drug 1: C1C(C(OC1N2C=C(C(=O)NC2=O)F)CO)O. Drug 2: C1=NC2=C(N=C(N=C2N1C3C(C(C(O3)CO)O)O)F)N. Cell line: OVCAR-8. Synergy scores: CSS=52.9, Synergy_ZIP=-10.9, Synergy_Bliss=-6.02, Synergy_Loewe=-3.79, Synergy_HSA=-0.751.